This data is from Forward reaction prediction with 1.9M reactions from USPTO patents (1976-2016). The task is: Predict the product of the given reaction. (1) Given the reactants C(OC(=O)[NH:10][C@@H:11]1[C:14](=[O:15])[NH:13][C@@H:12]1[CH2:16][N:17]1[N:21]=[N:20][C:19]([CH3:22])=[N:18]1)C1C=CC=CC=1, predict the reaction product. The product is: [NH2:10][C@H:11]1[C@@H:12]([CH2:16][N:17]2[N:21]=[N:20][C:19]([CH3:22])=[N:18]2)[NH:13][C:14]1=[O:15]. (2) Given the reactants C([O:3][C:4](=[O:15])[C:5]1[CH:10]=[C:9]([CH3:11])[N:8]=[C:7]([CH2:12][CH2:13][CH3:14])[CH:6]=1)C.[ClH:16], predict the reaction product. The product is: [ClH:16].[CH2:12]([C:7]1[CH:6]=[C:5]([CH:10]=[C:9]([CH3:11])[N:8]=1)[C:4]([OH:15])=[O:3])[CH2:13][CH3:14]. (3) Given the reactants [CH3:1][O:2][C:3]([C:5]1[C:14]2[C:9](=[CH:10][CH:11]=[CH:12][CH:13]=2)[C:8](Br)=[CH:7][CH:6]=1)=[O:4].[CH2:16]([Sn](CCCC)(CCCC)CCCC)[CH:17]=[CH2:18], predict the reaction product. The product is: [CH3:1][O:2][C:3]([C:5]1[C:14]2[C:9](=[CH:10][CH:11]=[CH:12][CH:13]=2)[C:8]([CH2:18][CH:17]=[CH2:16])=[CH:7][CH:6]=1)=[O:4]. (4) Given the reactants C([Li])CCC.[CH3:6][C:7]1[N:8]=[CH:9][S:10][CH:11]=1.[C:12]1(=[O:22])[C:20]2[C:15](=[CH:16][CH:17]=[CH:18][CH:19]=2)[C:14](=[O:21])[O:13]1, predict the reaction product. The product is: [CH3:6][C:7]1[N:8]=[C:9]([C:14]([C:15]2[CH:16]=[CH:17][CH:18]=[CH:19][C:20]=2[C:12]([OH:22])=[O:13])=[O:21])[S:10][CH:11]=1. (5) Given the reactants [CH2:1]([C:3]1[C:12]2[C:7](=[CH:8][C:9]([O:15][CH3:16])=[C:10]([O:13][CH3:14])[CH:11]=2)[CH:6]=[C:5]([OH:17])[N:4]=1)[CH3:2].[ClH:18].[Cl:19][CH2:20][C:21]1[C:22]([NH:33][CH2:34][CH2:35][CH3:36])=[N:23][C:24]2[C:29]([CH:30]=1)=[CH:28][C:27]([O:31][CH3:32])=[CH:26][CH:25]=2.[Li+].[OH-], predict the reaction product. The product is: [ClH:19].[ClH:18].[CH2:1]([C:3]1[C:12]2[C:7](=[CH:8][C:9]([O:15][CH3:16])=[C:10]([O:13][CH3:14])[CH:11]=2)[C:6]([CH2:20][C:21]2[C:22]([NH:33][CH2:34][CH2:35][CH3:36])=[N:23][C:24]3[C:29]([CH:30]=2)=[CH:28][C:27]([O:31][CH3:32])=[CH:26][CH:25]=3)=[C:5]([OH:17])[N:4]=1)[CH3:2].